From a dataset of Catalyst prediction with 721,799 reactions and 888 catalyst types from USPTO. Predict which catalyst facilitates the given reaction. (1) Reactant: C([O:3][C:4]([C@@H:6]1[C@H:8]([C:9](=[O:39])[NH:10][C@@H:11]([CH2:35][CH:36]([CH3:38])[CH3:37])[C:12](=[O:34])[NH:13][CH2:14][CH2:15][CH2:16][CH2:17][NH:18][C:19](=[O:33])[CH2:20][CH2:21][CH2:22][CH2:23][C@H:24]2[C@@H:31]3[C@@H:27]([NH:28][C:29](=[O:32])[NH:30]3)[CH2:26][S:25]2)[O:7]1)=[O:5])C.[Li+].[OH-]. Product: [CH3:37][CH:36]([CH3:38])[CH2:35][C@H:11]([NH:10][C:9]([C@H:8]1[O:7][C@@H:6]1[C:4]([OH:5])=[O:3])=[O:39])[C:12](=[O:34])[NH:13][CH2:14][CH2:15][CH2:16][CH2:17][NH:18][C:19](=[O:33])[CH2:20][CH2:21][CH2:22][CH2:23][C@H:24]1[C@@H:31]2[C@@H:27]([NH:28][C:29](=[O:32])[NH:30]2)[CH2:26][S:25]1. The catalyst class is: 24. (2) Reactant: [CH3:1][N:2]1[CH2:7][CH2:6][NH:5][CH2:4][CH2:3]1.Br[C:9]1[CH:10]=[C:11]([N+:16]([O-:18])=[O:17])[C:12]([CH3:15])=[N:13][CH:14]=1.C1(P(C2C=CC=CC=2)C2C3OC4C(=CC=CC=4P(C4C=CC=CC=4)C4C=CC=CC=4)C(C)(C)C=3C=CC=2)C=CC=CC=1.C(=O)([O-])[O-].[Cs+].[Cs+]. Product: [CH3:1][N:2]1[CH2:7][CH2:6][N:5]([C:9]2[CH:14]=[N:13][C:12]([CH3:15])=[C:11]([N+:16]([O-:18])=[O:17])[CH:10]=2)[CH2:4][CH2:3]1. The catalyst class is: 62. (3) Reactant: [CH3:1][CH:2]1[CH2:7][NH:6][CH2:5][CH2:4][NH:3]1.C(N(CC)CC)C.[C:15](Cl)([C:28]1[CH:33]=[CH:32][CH:31]=[CH:30][CH:29]=1)([C:22]1[CH:27]=[CH:26][CH:25]=[CH:24][CH:23]=1)[C:16]1[CH:21]=[CH:20][CH:19]=[CH:18][CH:17]=1. Product: [CH3:1][C@@H:2]1[NH:3][CH2:4][CH2:5][N:6]([C:15]([C:16]2[CH:21]=[CH:20][CH:19]=[CH:18][CH:17]=2)([C:28]2[CH:29]=[CH:30][CH:31]=[CH:32][CH:33]=2)[C:22]2[CH:23]=[CH:24][CH:25]=[CH:26][CH:27]=2)[CH2:7]1. The catalyst class is: 291. (4) Reactant: [C:1]([O:5][C:6]([NH:8][C@:9]1([C:14]([O:16]CC)=[O:15])[CH2:11][C@H:10]1[CH:12]=[CH2:13])=[O:7])([CH3:4])([CH3:3])[CH3:2].O.[OH-].[Li+].CO.C1COCC1. Product: [C:1]([O:5][C:6]([NH:8][C@:9]1([C:14]([OH:16])=[O:15])[CH2:11][C@H:10]1[CH:12]=[CH2:13])=[O:7])([CH3:4])([CH3:2])[CH3:3]. The catalyst class is: 6.